Predict which catalyst facilitates the given reaction. From a dataset of Catalyst prediction with 721,799 reactions and 888 catalyst types from USPTO. (1) Reactant: [Cl:1][C:2]1[CH:26]=[N:25][C:5]2=[N:6][C:7]([N:12]3[CH2:16][CH2:15][C@@H:14]([NH:17][C:18](=[O:24])[O:19][C:20]([CH3:23])([CH3:22])[CH3:21])[CH2:13]3)=[C:8]([NH:10][NH2:11])[N:9]=[C:4]2[CH:3]=1.[CH:27](OC)(OC)OC. Product: [Cl:1][C:2]1[CH:26]=[N:25][C:5]2[N:6]=[C:7]([N:12]3[CH2:16][CH2:15][C@@H:14]([NH:17][C:18](=[O:24])[O:19][C:20]([CH3:23])([CH3:21])[CH3:22])[CH2:13]3)[C:8]3[N:9]([CH:27]=[N:11][N:10]=3)[C:4]=2[CH:3]=1. The catalyst class is: 28. (2) Reactant: [C:1]([CH2:3][O:4][C:5]1[C:6]([C:32]2[CH:37]=[CH:36][C:35]([CH3:38])=[CH:34][CH:33]=2)=[C:7]2[C:12](=[CH:13][CH:14]=1)[CH:11]=[C:10]([CH2:15][NH:16][C:17]([C:19]1[C:23]3[CH:24]=[CH:25][CH:26]=[CH:27][C:22]=3[O:21][C:20]=1[CH2:28][CH2:29][CH2:30][CH3:31])=[O:18])[CH:9]=[CH:8]2)#[N:2].[N-:39]=[N+:40]=[N-:41].[Na+].[Cl-].[NH4+]. Product: [NH:39]1[C:1]([CH2:3][O:4][C:5]2[C:6]([C:32]3[CH:33]=[CH:34][C:35]([CH3:38])=[CH:36][CH:37]=3)=[C:7]3[C:12](=[CH:13][CH:14]=2)[CH:11]=[C:10]([CH2:15][NH:16][C:17]([C:19]2[C:23]4[CH:24]=[CH:25][CH:26]=[CH:27][C:22]=4[O:21][C:20]=2[CH2:28][CH2:29][CH2:30][CH3:31])=[O:18])[CH:9]=[CH:8]3)=[N:2][N:41]=[N:40]1. The catalyst class is: 18. (3) Reactant: Br[CH2:2][C:3]([C:5]1[CH:10]=[CH:9][CH:8]=[CH:7][C:6]=1[O:11][CH3:12])=O.[N:13]1[CH:18]=[CH:17][CH:16]=[CH:15][C:14]=1[CH3:19].C(=O)([O-])[O-].[K+].[K+]. Product: [CH3:12][O:11][C:6]1[CH:7]=[CH:8][CH:9]=[CH:10][C:5]=1[C:3]1[CH:19]=[C:14]2[N:13]([CH:2]=1)[CH:18]=[CH:17][CH:16]=[CH:15]2. The catalyst class is: 21. (4) The catalyst class is: 1. Reactant: [CH3:1][O:2][C:3]1[CH:21]=[CH:20][C:6]([CH2:7][N:8]2[C:14](=[O:15])[CH2:13][CH2:12][CH2:11][C:10]3[CH:16]=[CH:17][CH:18]=[CH:19][C:9]2=3)=[CH:5][CH:4]=1.[Li+].CC([N-:26][CH:27](C)C)C.[CH:30]([O:32][CH2:33]C)=[O:31].[OH2:35]. Product: [OH:35][N:26]([CH2:27][CH:13]1[C:14](=[O:15])[NH:8][C:9]2[CH:19]=[CH:18][CH:17]=[CH:16][C:10]=2[CH2:11][CH2:12]1)[CH:33]=[O:32].[OH:31][CH2:30][CH:13]1[C:14](=[O:15])[N:8]([CH2:7][C:6]2[CH:5]=[CH:4][C:3]([O:2][CH3:1])=[CH:21][CH:20]=2)[C:9]2[CH:19]=[CH:18][CH:17]=[CH:16][C:10]=2[CH2:11][CH2:12]1. (5) Reactant: Cl[C:2]1[CH:3]=[CH:4][CH:5]=[C:6]2[C:10]=1[N:9]([CH2:11][CH2:12][CH3:13])[N:8]=[C:7]2[C:14]1[CH:19]=[CH:18][C:17]([O:20][CH3:21])=[C:16]([F:22])[CH:15]=1.Cl.[C:24]1([Mg]Br)[CH:29]=[CH:28][CH:27]=[CH:26][CH:25]=1. Product: [F:22][C:16]1[CH:15]=[C:14]([C:7]2[C:6]3[C:10](=[C:2]([C:24]4[CH:29]=[CH:28][CH:27]=[CH:26][CH:25]=4)[CH:3]=[CH:4][CH:5]=3)[N:9]([CH2:11][CH2:12][CH3:13])[N:8]=2)[CH:19]=[CH:18][C:17]=1[O:20][CH3:21]. The catalyst class is: 62. (6) Reactant: Cl[C:2]1[CH:7]=[C:6]([Cl:8])[N:5]=[C:4]([S:9][CH3:10])[N:3]=1.[CH3:11][C:12]([O:15][C:16]([NH:18][CH:19]1[CH2:24][CH2:23][NH:22][CH2:21][CH2:20]1)=[O:17])([CH3:14])[CH3:13].CCN(CC)CC. Product: [Cl:8][C:6]1[N:5]=[C:4]([S:9][CH3:10])[N:3]=[C:2]([N:22]2[CH2:21][CH2:20][CH:19]([NH:18][C:16](=[O:17])[O:15][C:12]([CH3:13])([CH3:11])[CH3:14])[CH2:24][CH2:23]2)[CH:7]=1. The catalyst class is: 2. (7) Reactant: ClCCC[N:5]1[C:13]2[C:8](=[CH:9][C:10](C=C([N+]([O-])=O)C)=[CH:11][CH:12]=2)[CH2:7][CH2:6]1.[BH4-].[Na+]. Product: [NH:5]1[C:13]2[C:8](=[CH:9][CH:10]=[CH:11][CH:12]=2)[CH2:7][CH2:6]1. The catalyst class is: 61. (8) Reactant: [CH2:1]([O:8][C:9](=[O:31])[NH:10][C:11]1[CH:16]=[CH:15][C:14]([F:17])=[C:13]([CH:18]([C:20]2[C:28]3[C:23](=[N:24][CH:25]=[C:26]([Cl:29])[CH:27]=3)[NH:22][CH:21]=2)[OH:19])[C:12]=1[F:30])[C:2]1[CH:7]=[CH:6][CH:5]=[CH:4][CH:3]=1.CC(OI1(OC(C)=O)(OC(C)=O)OC(=O)C2C=CC=CC1=2)=O.O. Product: [CH2:1]([O:8][C:9](=[O:31])[NH:10][C:11]1[CH:16]=[CH:15][C:14]([F:17])=[C:13]([C:18]([C:20]2[C:28]3[C:23](=[N:24][CH:25]=[C:26]([Cl:29])[CH:27]=3)[NH:22][CH:21]=2)=[O:19])[C:12]=1[F:30])[C:2]1[CH:3]=[CH:4][CH:5]=[CH:6][CH:7]=1. The catalyst class is: 7.